Dataset: Full USPTO retrosynthesis dataset with 1.9M reactions from patents (1976-2016). Task: Predict the reactants needed to synthesize the given product. Given the product [CH3:27][O:28][C:29]1[CH:30]=[CH:31][C:32]([N:35]2[CH2:40][CH2:39][N:38]([C:12]([O:1][N:2]3[C:6](=[O:7])[CH:5]([CH:8]([CH3:9])[CH3:10])[NH:4][C:3]3=[O:11])=[O:16])[CH2:37][CH2:36]2)=[CH:33][CH:34]=1, predict the reactants needed to synthesize it. The reactants are: [OH:1][N:2]1[C:6](=[O:7])[CH:5]([CH:8]([CH3:10])[CH3:9])[NH:4][C:3]1=[O:11].[C:12]([O:16]C(NC(C(C)C)C(O)=O)=O)(C)(C)C.[CH3:27][O:28][C:29]1[CH:34]=[CH:33][C:32]([N:35]2[CH2:40][CH2:39][NH:38][CH2:37][CH2:36]2)=[CH:31][CH:30]=1.